This data is from Catalyst prediction with 721,799 reactions and 888 catalyst types from USPTO. The task is: Predict which catalyst facilitates the given reaction. Reactant: [CH3:1][C:2]1([CH3:21])[O:6][C:5](=[O:7])[N:4]([CH:8]2[CH2:13][CH2:12][C:11](=[O:14])[CH2:10][CH2:9]2)[C@H:3]1[C:15]1[CH:20]=[CH:19][CH:18]=[CH:17][CH:16]=1.C[Si]([N-][Si](C)(C)C)(C)C.[Li+].C1C=CC(N(S(C(F)(F)F)(=O)=O)S(C(F)(F)F)(=O)=O)=CC=1.FC(F)(F)S(OC1CC[C@@H](N2[C@@H](C3C=CC=CC=3)C(C)(C)OC2=O)CC=1)(=O)=O.FC(F)(F)S(OC1CC[C@H](N2[C@@H](C3C=CC=CC=3)C(C)(C)OC2=O)CC=1)(=O)=O. Product: [OH:14][C@H:11]1[CH2:10][CH2:9][C@H:8]([N:4]2[C@@H:3]([C:15]3[CH:16]=[CH:17][CH:18]=[CH:19][CH:20]=3)[C:2]([CH3:1])([CH3:21])[O:6][C:5]2=[O:7])[CH2:13][CH2:12]1. The catalyst class is: 20.